Dataset: Forward reaction prediction with 1.9M reactions from USPTO patents (1976-2016). Task: Predict the product of the given reaction. (1) Given the reactants S(Cl)(Cl)=O.Cl.[CH3:6][N:7]1[CH2:12][CH2:11][CH:10]([C:13]([OH:15])=[O:14])[CH2:9][CH2:8]1.[CH2:16](O)[CH3:17], predict the reaction product. The product is: [CH2:16]([O:14][C:13]([CH:10]1[CH2:11][CH2:12][N:7]([CH3:6])[CH2:8][CH2:9]1)=[O:15])[CH3:17]. (2) Given the reactants Cl.[Br:2][C:3]1[CH:4]=[C:5]([N:12]=[N+:12]([O-])[C:5]2[CH:6]=[C:7]([CH2:9][S:10][CH3:11])[CH:8]=[C:3]([Br:2])[CH:4]=2)[CH:6]=[C:7]([CH2:9][S:10][CH3:11])[CH:8]=1.C(=O)(O)[O-].[Na+], predict the reaction product. The product is: [Br:2][C:3]1[CH:4]=[C:5]([CH:6]=[C:7]([CH2:9][S:10][CH3:11])[CH:8]=1)[NH2:12]. (3) Given the reactants [H-].[Na+].[OH:3][C@H:4]1[CH2:9][CH2:8][C@H:7]([N:10]2[C:18](=[O:19])[C:17]3[C:12](=[CH:13][CH:14]=[CH:15][CH:16]=3)[C:11]2=[O:20])[CH2:6][CH2:5]1.Br[CH2:22][CH2:23][O:24][CH3:25].[NH4+].[Cl-], predict the reaction product. The product is: [CH3:25][O:24][CH2:23][CH2:22][O:3][C@H:4]1[CH2:5][CH2:6][C@H:7]([N:10]2[C:11](=[O:20])[C:12]3[C:17](=[CH:16][CH:15]=[CH:14][CH:13]=3)[C:18]2=[O:19])[CH2:8][CH2:9]1. (4) Given the reactants [CH2:1]([O:3][C:4]1[CH:5]=[C:6]([CH:15]=[CH:16][C:17]=1[O:18][CH3:19])[CH2:7][N:8]1[CH2:13][CH2:12][CH:11]([NH2:14])[CH2:10][CH2:9]1)[CH3:2].[H-].[Na+].Cl[C:23]1[N:24]=[CH:25][C:26]2[C:31]([CH3:33])([CH3:32])[O:30][C:29]([CH3:35])([CH3:34])[C:27]=2[N:28]=1, predict the reaction product. The product is: [CH2:1]([O:3][C:4]1[CH:5]=[C:6]([CH:15]=[CH:16][C:17]=1[O:18][CH3:19])[CH2:7][N:8]1[CH2:9][CH2:10][CH:11]([NH:14][C:23]2[N:24]=[CH:25][C:26]3[C:31]([CH3:33])([CH3:32])[O:30][C:29]([CH3:35])([CH3:34])[C:27]=3[N:28]=2)[CH2:12][CH2:13]1)[CH3:2]. (5) Given the reactants Cl.[NH2:2][C:3]1[C:8]2=[C:9]([C:19]3[CH:20]=[CH:21][C:22]4[C:26]([CH:27]=3)=[N:25][N:24]([CH2:28][C:29]3[CH:34]=[CH:33][CH:32]=[CH:31][CH:30]=3)[CH:23]=4)[CH:10]=[C:11]([C:12]([CH:14]3[CH2:18][CH2:17][NH:16][CH2:15]3)=[O:13])[N:7]2[N:6]=[CH:5][N:4]=1.C([O-])([O-])=O.[Na+].[Na+].[C:41](Cl)(=[O:43])[CH3:42], predict the reaction product. The product is: [NH2:2][C:3]1[C:8]2=[C:9]([C:19]3[CH:20]=[CH:21][C:22]4[C:26]([CH:27]=3)=[N:25][N:24]([CH2:28][C:29]3[CH:30]=[CH:31][CH:32]=[CH:33][CH:34]=3)[CH:23]=4)[CH:10]=[C:11]([C:12]([CH:14]3[CH2:18][CH2:17][N:16]([C:41](=[O:43])[CH3:42])[CH2:15]3)=[O:13])[N:7]2[N:6]=[CH:5][N:4]=1.